From a dataset of Peptide-MHC class II binding affinity with 134,281 pairs from IEDB. Regression. Given a peptide amino acid sequence and an MHC pseudo amino acid sequence, predict their binding affinity value. This is MHC class II binding data. (1) The peptide sequence is MEADVILPIGTRSVE. The MHC is HLA-DQA10201-DQB10303 with pseudo-sequence HLA-DQA10201-DQB10303. The binding affinity (normalized) is 0.476. (2) The peptide sequence is NNDKEFENAILSMTI. The MHC is DRB1_0101 with pseudo-sequence DRB1_0101. The binding affinity (normalized) is 0.159. (3) The MHC is HLA-DQA10102-DQB10502 with pseudo-sequence HLA-DQA10102-DQB10502. The binding affinity (normalized) is 0.0537. The peptide sequence is AYKTAEGATPEAKYD. (4) The peptide sequence is DCSEYPKPDCTAEDR. The MHC is DRB1_0301 with pseudo-sequence DRB1_0301. The binding affinity (normalized) is 0.0280. (5) The peptide sequence is EYIEAAKWLLPPPKV. The MHC is HLA-DQA10501-DQB10301 with pseudo-sequence HLA-DQA10501-DQB10301. The binding affinity (normalized) is 0.596.